This data is from P-glycoprotein inhibition data for predicting drug efflux from Broccatelli et al.. The task is: Regression/Classification. Given a drug SMILES string, predict its absorption, distribution, metabolism, or excretion properties. Task type varies by dataset: regression for continuous measurements (e.g., permeability, clearance, half-life) or binary classification for categorical outcomes (e.g., BBB penetration, CYP inhibition). Dataset: pgp_broccatelli. The drug is O=C(c1ccccc1)c1ccccc1OC[C@@H](O)CN1CCC(O)(c2ccccc2)CC1. The result is 1 (inhibitor).